From a dataset of Peptide-MHC class I binding affinity with 185,985 pairs from IEDB/IMGT. Regression. Given a peptide amino acid sequence and an MHC pseudo amino acid sequence, predict their binding affinity value. This is MHC class I binding data. The peptide sequence is GAPGSPTNL. The MHC is H-2-Kb with pseudo-sequence H-2-Kb. The binding affinity (normalized) is 0.111.